Dataset: Forward reaction prediction with 1.9M reactions from USPTO patents (1976-2016). Task: Predict the product of the given reaction. (1) Given the reactants F[C:2](F)(F)[C:3]([NH:5][C:6]1[CH:16]=[CH:15][C:9]([C:10]([O:12][CH2:13][CH3:14])=[O:11])=[CH:8][CH:7]=1)=O.[CH3:19][O:20]CCO.N(C(OC(C)C)=O)=NC(OC(C)C)=O, predict the reaction product. The product is: [CH3:19][O:20][CH2:2][CH2:3][NH:5][C:6]1[CH:16]=[CH:15][C:9]([C:10]([O:12][CH2:13][CH3:14])=[O:11])=[CH:8][CH:7]=1. (2) Given the reactants [C:1]([O:20][CH2:21][CH2:22][O:23][CH2:24][CH2:25][O:26][CH2:27][CH2:28][OH:29])([C:14]1[CH:19]=[CH:18][CH:17]=[CH:16][CH:15]=1)([C:8]1[CH:13]=[CH:12][CH:11]=[CH:10][CH:9]=1)[C:2]1[CH:7]=[CH:6][CH:5]=[CH:4][CH:3]=1.[H-].[Na+].CC1C=CC(S(O[CH2:43][CH2:44][CH2:45][O:46][CH2:47][C:48]2[CH:53]=[CH:52][CH:51]=[CH:50][CH:49]=2)(=O)=O)=CC=1, predict the reaction product. The product is: [C:2]1([C:1]([C:8]2[CH:13]=[CH:12][CH:11]=[CH:10][CH:9]=2)([C:14]2[CH:15]=[CH:16][CH:17]=[CH:18][CH:19]=2)[O:20][CH2:21][CH2:22][O:23][CH2:24][CH2:25][O:26][CH2:27][CH2:28][O:29][CH2:43][CH2:44][CH2:45][O:46][CH2:47][C:48]2[CH:53]=[CH:52][CH:51]=[CH:50][CH:49]=2)[CH:3]=[CH:4][CH:5]=[CH:6][CH:7]=1.